Dataset: Catalyst prediction with 721,799 reactions and 888 catalyst types from USPTO. Task: Predict which catalyst facilitates the given reaction. Reactant: [CH2:1]([O:3][C:4]1[CH:32]=[CH:31][CH:30]=[CH:29][C:5]=1[O:6][CH2:7][CH2:8][NH:9][C@H:10]([CH3:28])[CH2:11][C:12]1[CH:13]=[C:14]2[C:18](=[C:19]([C:21]([NH2:23])=[O:22])[CH:20]=1)[N:17]([CH2:24][CH2:25][CH2:26][OH:27])[CH:16]=[CH:15]2)[CH3:2].[ClH:33]. The catalyst class is: 8. Product: [ClH:33].[CH2:1]([O:3][C:4]1[CH:32]=[CH:31][CH:30]=[CH:29][C:5]=1[O:6][CH2:7][CH2:8][NH:9][C@H:10]([CH3:28])[CH2:11][C:12]1[CH:13]=[C:14]2[C:18](=[C:19]([C:21]([NH2:23])=[O:22])[CH:20]=1)[N:17]([CH2:24][CH2:25][CH2:26][OH:27])[CH:16]=[CH:15]2)[CH3:2].